From a dataset of Forward reaction prediction with 1.9M reactions from USPTO patents (1976-2016). Predict the product of the given reaction. (1) The product is: [N:14]1[C:13]2[NH:9][CH:10]=[CH:11][C:12]=2[C:17]([C:18]2[CH:19]=[N:20][N:21]([CH:23]3[CH2:27][CH2:26][CH2:25][CH:24]3[C:28]#[N:29])[CH:22]=2)=[CH:16][N:15]=1. Given the reactants C(OC[N:9]1[C:13]2[N:14]=[N:15][CH:16]=[C:17]([C:18]3[CH:19]=[N:20][N:21]([CH:23]4[CH2:27][CH2:26][CH2:25][CH:24]4[C:28]#[N:29])[CH:22]=3)[C:12]=2[CH:11]=[CH:10]1)(=O)C(C)(C)C.[OH-].[Na+], predict the reaction product. (2) Given the reactants I[C:2]1[CH:7]=[CH:6][C:5]([O:8][CH2:9][CH2:10][CH2:11][N:12]2[CH2:17][CH2:16][CH2:15][CH2:14][CH2:13]2)=[CH:4][CH:3]=1.[CH3:18][C@H:19]1[CH2:24][NH:23][C@H:22]([CH3:25])[CH2:21][NH:20]1.CC(C)([O-])C.[Na+], predict the reaction product. The product is: [CH3:18][C@@H:19]1[CH2:24][NH:23][C@@H:22]([CH3:25])[CH2:21][N:20]1[C:2]1[CH:7]=[CH:6][C:5]([O:8][CH2:9][CH2:10][CH2:11][N:12]2[CH2:17][CH2:16][CH2:15][CH2:14][CH2:13]2)=[CH:4][CH:3]=1. (3) Given the reactants [NH2:1][C:2]1[N:6]([C:7]2[CH:12]=[C:11]([S:13][CH2:14][C:15]([F:18])([F:17])[F:16])[C:10]([CH3:19])=[CH:9][C:8]=2[F:20])[N:5]=[C:4]([O:21][C:22]([F:30])([F:29])[CH:23]([F:28])[C:24]([F:27])([F:26])[F:25])[C:3]=1[Cl:31].[C:32](OC(=O)C)(=O)C, predict the reaction product. The product is: [Cl:31][C:3]1[C:4]([O:21][C:22]([F:29])([F:30])[CH:23]([F:28])[C:24]([F:25])([F:26])[F:27])=[N:5][N:6]([C:7]2[CH:12]=[C:11]([S:13][CH2:14][C:15]([F:16])([F:18])[F:17])[C:10]([CH3:19])=[CH:9][C:8]=2[F:20])[C:2]=1[NH:1][CH3:32]. (4) Given the reactants C(OC1([CH2:23][C:24]2[CH:29]=[C:28]([O:30][CH3:31])[C:27]([O:32][CH3:33])=[C:26]([O:34][CH3:35])[CH:25]=2)C2C(=CC=C(C)C=2)N(CC)C1=O)(=O)C1C=CC=CC=1.[C:36]([O:44][CH:45]1[C:53]2[C:48](=[CH:49][CH:50]=[C:51]([CH3:54])[CH:52]=2)[N:47]([CH2:55][CH:56]([CH3:58])[CH3:57])[C:46]1=[O:59])(=[O:43])[C:37]1[CH:42]=[CH:41][CH:40]=[CH:39][CH:38]=1, predict the reaction product. The product is: [C:36]([O:44][C:45]1([CH2:23][C:24]2[CH:25]=[C:26]([O:34][CH3:35])[C:27]([O:32][CH3:33])=[C:28]([O:30][CH3:31])[CH:29]=2)[C:53]2[C:48](=[CH:49][CH:50]=[C:51]([CH3:54])[CH:52]=2)[N:47]([CH2:55][CH:56]([CH3:57])[CH3:58])[C:46]1=[O:59])(=[O:43])[C:37]1[CH:38]=[CH:39][CH:40]=[CH:41][CH:42]=1. (5) Given the reactants [CH3:1][C:2]1[S:3][C:4]([C:8]([OH:10])=[O:9])=[C:5]([CH3:7])[N:6]=1.[CH2:11]([Li])CCC.[CH2:16]([C:20]1[C:24]([CH:25]=[O:26])=[C:23]([CH3:27])[O:22][N:21]=1)[CH2:17][CH2:18][CH3:19], predict the reaction product. The product is: [CH3:11][O:9][C:8]([C:4]1[S:3][C:2]([CH2:1][CH:25]([C:24]2[C:20]([CH2:16][CH2:17][CH2:18][CH3:19])=[N:21][O:22][C:23]=2[CH3:27])[OH:26])=[N:6][C:5]=1[CH3:7])=[O:10].